This data is from Forward reaction prediction with 1.9M reactions from USPTO patents (1976-2016). The task is: Predict the product of the given reaction. Given the reactants [CH2:1]([O:3][C:4]([C:6]1[CH:10]=[C:9](C(OCC)=O)[N:8]([CH2:16][CH2:17][NH:18][C:19]([O:21]C(C)(C)C)=O)[N:7]=1)=[O:5])[CH3:2].C([O-])([O-])=O.[Na+].[Na+], predict the reaction product. The product is: [O:21]=[C:19]1[NH:18][CH2:17][CH2:16][N:8]2[N:7]=[C:6]([C:4]([O:3][CH2:1][CH3:2])=[O:5])[CH:10]=[C:9]12.